Dataset: Forward reaction prediction with 1.9M reactions from USPTO patents (1976-2016). Task: Predict the product of the given reaction. (1) Given the reactants [CH3:1][C:2]1([CH3:18])[C:6]([CH3:8])([CH3:7])[O:5][B:4]([C:9]2[CH:17]=[CH:16][C:12]([C:13]([OH:15])=O)=[CH:11][CH:10]=2)[O:3]1.Br.[NH2:20][CH2:21][CH2:22][C:23]1[CH:28]=[CH:27][NH:26][C:25](=[O:29])[CH:24]=1.CN(C(ON1N=NC2C=CC=NC1=2)=[N+](C)C)C.F[P-](F)(F)(F)(F)F.CCN(C(C)C)C(C)C, predict the reaction product. The product is: [O:29]=[C:25]1[CH:24]=[C:23]([CH2:22][CH2:21][NH:20][C:13](=[O:15])[C:12]2[CH:11]=[CH:10][C:9]([B:4]3[O:5][C:6]([CH3:7])([CH3:8])[C:2]([CH3:1])([CH3:18])[O:3]3)=[CH:17][CH:16]=2)[CH:28]=[CH:27][NH:26]1. (2) Given the reactants Cl.CN(C)CCCN=C=NCC.[N:13]1[C:21]2[C:16](=[N:17][CH:18]=[CH:19][CH:20]=2)N(O)N=1.[Cl:23][C:24]1[CH:34]=[C:33]([C:35]2[CH2:40][CH2:39][C:38](=[O:41])[NH:37][N:36]=2)[CH:32]=[CH:31][C:25]=1[O:26][CH2:27][C:28]([OH:30])=O.NCCNC(=O)CC[C:49]1[CH:54]=[CH:53][C:52]([O:55][CH2:56][C@@H:57]([OH:63])[CH2:58][NH:59][CH:60]([CH3:62])[CH3:61])=[CH:51][CH:50]=1.[OH-:65].[Na+], predict the reaction product. The product is: [Cl:23][C:24]1[CH:34]=[C:33]([C:35]2[CH2:40][CH2:39][C:38](=[O:41])[NH:37][N:36]=2)[CH:32]=[CH:31][C:25]=1[O:26][CH2:27][C:28]([NH:13][CH2:21][CH2:16][NH:17][C:18](=[O:65])[CH:19]([C:49]1[CH:54]=[CH:53][C:52]([O:55][CH2:56][C@@H:57]([OH:63])[CH2:58][NH:59][CH:60]([CH3:61])[CH3:62])=[CH:51][CH:50]=1)[CH3:20])=[O:30]. (3) Given the reactants [NH2:1][C:2]1[CH:3]=[C:4]2[C:9](=[CH:10][C:11]=1[C:12]([F:15])([F:14])[F:13])[NH:8][C:7](=[O:16])[N:6]([NH:17][S:18]([CH3:21])(=[O:20])=[O:19])[C:5]2=[O:22].CO[CH:25]1[CH2:29][CH2:28][CH:27](OC)O1, predict the reaction product. The product is: [O:16]=[C:7]1[N:6]([NH:17][S:18]([CH3:21])(=[O:20])=[O:19])[C:5](=[O:22])[C:4]2[C:9](=[CH:10][C:11]([C:12]([F:13])([F:15])[F:14])=[C:2]([N:1]3[CH:25]=[CH:29][CH:28]=[CH:27]3)[CH:3]=2)[NH:8]1.